This data is from Experimentally validated miRNA-target interactions with 360,000+ pairs, plus equal number of negative samples. The task is: Binary Classification. Given a miRNA mature sequence and a target amino acid sequence, predict their likelihood of interaction. (1) Result: 0 (no interaction). The miRNA is hsa-miR-7151-5p with sequence GAUCCAUCUCUGCCUGUAUUGGC. The protein sequence of the target gene is MRPSGDEDRARRRRRRRRRRDLLLSQLCFLASVALLLWSLSSLREQKELDLMDLVGEDRKWMMARKLMQVNDTLTSEDAGLRNSKNCTEPALHEFPNDIFTNEDRRQGAVVLHVLCAIYMFYALAIVCDDFFVPSLEKICERLHLSEDVAGATFMAAGSSAPELFTSVIGVFITKGDVGVGTIVGSAVFNILCIIGVCGLFAGQVVALSSWCLLRDSIYYTLSVIALIVFIYDEKVSWWESLVLVLMYLIYIVIMKYNACIHQCFERRTKGAGNMVNGLANNAEIDDSSNCDATVVLLKK.... (2) The miRNA is mmu-miR-136-5p with sequence ACUCCAUUUGUUUUGAUGAUGG. The protein sequence of the target gene is MPHRKKKPFIEKKKAVSFHLVHRSQRDPLAADESAPQRVLLPTQKIDNEERRAEQRKYGVFFDDDYDYLQHLKEPSGPSELIPSSTFSAHNRREEKEETLVIPSTGIKLPSSVFASEFEEDVGLLNKAAPVSGPRLDFDPDIVAALDDDFDFDDPDNLLEDDFILQANKATGEEEGMDIQKSENEDDSEWEDVDDEKGDSNDDYDSAGLLSDEDCMSVPGKTHRAIADHLFWSEETKSRFTEYSMTSSVMRRNEQLTLHDERFEKFYEQYDDDEIGALDNAELEGSIQVDSNRLQEVLND.... Result: 0 (no interaction).